Dataset: Reaction yield outcomes from USPTO patents with 853,638 reactions. Task: Predict the reaction yield, written as a fraction of the theoretical maximum amount of product (1.0 means a 100% yield; for example, 0.34 means a 34% yield). (1) The reactants are [CH:1]1([CH2:4][OH:5])[CH2:3][CH2:2]1.[H-].[Na+].F[C:9]1[CH:14]=[C:13]([F:15])[CH:12]=[CH:11][C:10]=1[N+:16]([O-:18])=[O:17]. The catalyst is C1COCC1. The product is [CH:1]1([CH2:4][O:5][C:9]2[CH:14]=[C:13]([F:15])[CH:12]=[CH:11][C:10]=2[N+:16]([O-:18])=[O:17])[CH2:3][CH2:2]1. The yield is 0.860. (2) The reactants are [F:1][C:2]([F:35])([F:34])[C:3]1[CH:4]=[C:5]([CH:27]=[C:28]([C:30]([F:33])([F:32])[F:31])[CH:29]=1)[CH2:6][N:7]([CH2:14][C:15]1[CH:22]=[C:21]([C:23]([F:26])([F:25])[F:24])[CH:20]=[CH:19][C:16]=1[CH:17]=[O:18])[C:8]1[N:9]=[N:10][N:11]([CH3:13])[N:12]=1.[CH:36]1([Mg]Br)[CH2:39][CH2:38][CH2:37]1.Cl. The catalyst is O1CCCC1. The product is [F:33][C:30]([F:31])([F:32])[C:28]1[CH:27]=[C:5]([CH:4]=[C:3]([C:2]([F:1])([F:34])[F:35])[CH:29]=1)[CH2:6][N:7]([CH2:14][C:15]1[CH:22]=[C:21]([C:23]([F:26])([F:25])[F:24])[CH:20]=[CH:19][C:16]=1[CH:17]([CH:36]1[CH2:39][CH2:38][CH2:37]1)[OH:18])[C:8]1[N:9]=[N:10][N:11]([CH3:13])[N:12]=1. The yield is 0.250. (3) The reactants are [CH3:1][C:2]1[C:6]([CH2:7][N:8]2[CH:12]=[C:11]([N:13]3[C:17](=[O:18])[CH2:16][NH:15][C:14]3=[O:19])[CH:10]=[N:9]2)=[C:5]([CH3:20])[O:4][N:3]=1.Br[CH2:22][C:23]1[CH:30]=[CH:29][CH:28]=[CH:27][C:24]=1[C:25]#[N:26]. No catalyst specified. The product is [CH3:1][C:2]1[C:6]([CH2:7][N:8]2[CH:12]=[C:11]([N:13]3[C:17](=[O:18])[CH2:16][N:15]([CH2:22][C:23]4[CH:30]=[CH:29][CH:28]=[CH:27][C:24]=4[C:25]#[N:26])[C:14]3=[O:19])[CH:10]=[N:9]2)=[C:5]([CH3:20])[O:4][N:3]=1. The yield is 0.270.